The task is: Predict which catalyst facilitates the given reaction.. This data is from Catalyst prediction with 721,799 reactions and 888 catalyst types from USPTO. Reactant: [C:1]1([CH2:7]CNC2CCN([C:16]([O:18][C:19]([CH3:22])(C)C)=[O:17])CC2)[CH:6]=C[CH:4]=[CH:3][CH:2]=1.F[C:24]1C=C(F)C=CC=1N=C=O.O. Product: [CH3:22][CH2:19][O:18][C:16]([CH3:24])=[O:17].[CH3:4][CH2:3][CH2:2][CH:1]([CH3:7])[CH3:6]. The catalyst class is: 2.